This data is from Full USPTO retrosynthesis dataset with 1.9M reactions from patents (1976-2016). The task is: Predict the reactants needed to synthesize the given product. (1) The reactants are: C([O:8][C@@H:9]1[C@H:13]([O:14]CC2C=CC=CC=2)[C@@H:12]([CH2:22][O:23]CC2C=CC=CC=2)[O:11][CH:10]1[N:31]1[CH:35]=[C:34]([I:36])[CH:33]=[C:32]1[CH:37]=[O:38])C1C=CC=CC=1.CO.[NH4+].[OH-].O. Given the product [C@@H:10]1([N:31]2[CH:35]=[C:34]([I:36])[CH:33]=[C:32]2[CH:37]=[O:38])[O:11][C@H:12]([CH2:22][OH:23])[C@@H:13]([OH:14])[C@H:9]1[OH:8], predict the reactants needed to synthesize it. (2) The reactants are: C(OC([N:8]1[C:12]2=[N:13][C:14](F)=[CH:15][CH:16]=[C:11]2[C:10]([CH2:18][O:19][C:20]2[CH:25]=[C:24]([F:26])[C:23]([Cl:27])=[C:22]([O:28][C:29]3[CH:34]=[C:33]([C:35]#[N:36])[CH:32]=[C:31]([Cl:37])[CH:30]=3)[CH:21]=2)=[N:9]1)=O)(C)(C)C.COC1C=CC(C[NH2:45])=CC=1. Given the product [NH2:45][C:14]1[N:13]=[C:12]2[NH:8][N:9]=[C:10]([CH2:18][O:19][C:20]3[CH:25]=[C:24]([F:26])[C:23]([Cl:27])=[C:22]([CH:21]=3)[O:28][C:29]3[CH:34]=[C:33]([CH:32]=[C:31]([Cl:37])[CH:30]=3)[C:35]#[N:36])[C:11]2=[CH:16][CH:15]=1, predict the reactants needed to synthesize it. (3) Given the product [C:9]([C:11]1[CH:12]=[C:13]([NH:17][C:18]2[C:27]3[C:22](=[CH:23][C:24]([O:8][C@H:5]4[CH2:6][CH2:7][O:3][CH2:4]4)=[C:25]([N+:28]([O-:30])=[O:29])[CH:26]=3)[N:21]=[CH:20][N:19]=2)[CH:14]=[CH:15][CH:16]=1)#[CH:10], predict the reactants needed to synthesize it. The reactants are: [H-].[Na+].[O:3]1[CH2:7][CH2:6][C@H:5]([OH:8])[CH2:4]1.[C:9]([C:11]1[CH:12]=[C:13]([NH:17][C:18]2[C:27]3[C:22](=[CH:23][C:24](F)=[C:25]([N+:28]([O-:30])=[O:29])[CH:26]=3)[N:21]=[CH:20][N:19]=2)[CH:14]=[CH:15][CH:16]=1)#[CH:10]. (4) Given the product [Cl:1][C:2]1[N:3]=[C:4]([Cl:11])[C:5]2[CH:10]=[CH:9][N:8]([CH3:14])[C:6]=2[N:7]=1, predict the reactants needed to synthesize it. The reactants are: [Cl:1][C:2]1[N:3]=[C:4]([Cl:11])[C:5]2[CH:10]=[CH:9][NH:8][C:6]=2[N:7]=1.[H-].[Na+].[CH3:14]I. (5) Given the product [C:26]([Si:29]([CH3:31])([CH3:30])[O:1][C:2]1[CH:11]=[C:10]2[C:5]([C:6]([CH3:19])=[C:7]([C:13]3[CH:14]=[CH:15][N:16]=[CH:17][CH:18]=3)[C:8](=[O:12])[O:9]2)=[CH:4][CH:3]=1)([CH3:28])([CH3:27])[CH3:25], predict the reactants needed to synthesize it. The reactants are: [OH:1][C:2]1[CH:11]=[C:10]2[C:5]([C:6]([CH3:19])=[C:7]([C:13]3[CH:18]=[CH:17][N:16]=[CH:15][CH:14]=3)[C:8](=[O:12])[O:9]2)=[CH:4][CH:3]=1.N1C=CN=C1.[CH3:25][C:26]([Si:29](Cl)([CH3:31])[CH3:30])([CH3:28])[CH3:27]. (6) The reactants are: [CH:1]1([NH:7][C:8]([C:10]2[C:19]3[C:14](=[CH:15][CH:16]=[CH:17][CH:18]=3)[C:13]([S:20](=[O:29])(=[O:28])[NH:21][CH:22]3[CH2:27][CH2:26][NH:25][CH2:24][CH2:23]3)=[CH:12][CH:11]=2)=[O:9])[CH2:6][CH2:5]C[CH2:3][CH2:2]1.[CH3:30][N:31]([CH3:35])[C:32](Cl)=[O:33].ClC(OCC)=[O:38]. Given the product [CH3:30][N:31]([CH3:35])[C:32]([N:25]1[CH2:26][CH2:27][CH:22]([NH:21][S:20]([C:13]2[C:14]3[C:19](=[CH:18][CH:17]=[CH:16][CH:15]=3)[C:10]([C:8](=[O:9])[NH:7][CH:1]3[CH2:6][CH2:5][O:38][CH2:3][CH2:2]3)=[CH:11][CH:12]=2)(=[O:28])=[O:29])[CH2:23][CH2:24]1)=[O:33], predict the reactants needed to synthesize it. (7) Given the product [CH3:1][NH:2][C:3]1[CH:8]=[CH:7][N:6]2[CH:11]=[C:12]([C:14]3[CH:19]=[CH:18][C:17]([CH3:20])=[CH:16][CH:15]=3)[N:9]=[C:5]2[CH:4]=1, predict the reactants needed to synthesize it. The reactants are: [CH3:1][NH:2][C:3]1[CH:8]=[CH:7][N:6]=[C:5]([NH2:9])[CH:4]=1.Br[CH2:11][C:12]([C:14]1[CH:19]=[CH:18][C:17]([CH3:20])=[CH:16][CH:15]=1)=O. (8) Given the product [CH3:1][N:2]1[CH:8]=[CH:7][C:6]([C:9]2[CH:14]=[CH:13][CH:12]=[CH:11][CH:10]=2)=[CH:5][C:4](=[N:21][OH:22])[C:3]1=[O:15], predict the reactants needed to synthesize it. The reactants are: [CH3:1][N:2]1[CH:8]=[CH:7][C:6]([C:9]2[CH:14]=[CH:13][CH:12]=[CH:11][CH:10]=2)=[CH:5][CH2:4][C:3]1=[O:15].O1CCCC1.[N:21](OCCC(C)C)=[O:22].CC(C)([O-])C.[K+]. (9) Given the product [Cl:32][C:29]1[CH:30]=[CH:31][C:26]([C:23]([C:20]2[N:19]([C:35]3[CH:40]=[CH:39][C:38]([F:41])=[CH:37][CH:36]=3)[C:18]([S:17][CH2:16][C:15]3[C:14]([F:45])=[CH:13][C:12]([O:11][CH2:10][CH2:9][OH:8])=[CH:43][C:42]=3[F:44])=[N:22][CH:21]=2)([CH3:25])[CH3:24])=[CH:27][C:28]=1[O:33][CH3:34], predict the reactants needed to synthesize it. The reactants are: [Si]([O:8][CH2:9][CH2:10][O:11][C:12]1[CH:43]=[C:42]([F:44])[C:15]([CH2:16][S:17][C:18]2[N:19]([C:35]3[CH:40]=[CH:39][C:38]([F:41])=[CH:37][CH:36]=3)[C:20]([C:23]([C:26]3[CH:31]=[CH:30][C:29]([Cl:32])=[C:28]([O:33][CH3:34])[CH:27]=3)([CH3:25])[CH3:24])=[CH:21][N:22]=2)=[C:14]([F:45])[CH:13]=1)(C(C)(C)C)(C)C.[F-].C([N+](CCCC)(CCCC)CCCC)CCC.